From a dataset of Full USPTO retrosynthesis dataset with 1.9M reactions from patents (1976-2016). Predict the reactants needed to synthesize the given product. (1) Given the product [C:19]12([C:29](=[O:41])[CH2:30][O:31][C:32]3[CH:40]=[CH:39][C:35]([C:36]([NH:48][CH2:42][C:43]4[O:47][CH:46]=[CH:45][CH:44]=4)=[O:38])=[CH:34][CH:33]=3)[CH2:26][CH:25]3[CH2:24][CH:23]([CH2:22][CH:21]([CH2:27]3)[CH2:20]1)[CH2:28]2, predict the reactants needed to synthesize it. The reactants are: CCN=C=NCCCN(C)C.CCN(CC)CC.[C:19]12([C:29](=[O:41])[CH2:30][O:31][C:32]3[CH:40]=[CH:39][C:35]([C:36]([OH:38])=O)=[CH:34][CH:33]=3)[CH2:28][CH:23]3[CH2:24][CH:25]([CH2:27][CH:21]([CH2:22]3)[CH2:20]1)[CH2:26]2.[CH2:42]([NH2:48])[C:43]1[O:47][CH:46]=[CH:45][CH:44]=1. (2) Given the product [N:31]([CH2:12][C@H:13]1[CH2:22][CH2:21][C:20]2[C:15](=[C:16]([C:24]3[CH:29]=[CH:28][CH:27]=[CH:26][C:25]=3[CH3:30])[C:17]([Cl:23])=[CH:18][CH:19]=2)[O:14]1)=[N+:32]=[N-:33], predict the reactants needed to synthesize it. The reactants are: CC1C=CC(S(O[CH2:12][C@H:13]2[CH2:22][CH2:21][C:20]3[C:15](=[C:16]([C:24]4[CH:29]=[CH:28][CH:27]=[CH:26][C:25]=4[CH3:30])[C:17]([Cl:23])=[CH:18][CH:19]=3)[O:14]2)(=O)=O)=CC=1.[N-:31]=[N+:32]=[N-:33].[Na+]. (3) Given the product [F:12][C:7]1[CH:6]=[C:5]([NH:4][C:13]2([C:1]#[N:2])[CH2:16][CH2:15][CH2:14]2)[CH:10]=[CH:9][C:8]=1[OH:11], predict the reactants needed to synthesize it. The reactants are: [C-:1]#[N:2].[Na+].[NH2:4][C:5]1[CH:10]=[CH:9][C:8]([OH:11])=[C:7]([F:12])[CH:6]=1.[C:13]1(=O)[CH2:16][CH2:15][CH2:14]1.[OH-].[Na+]. (4) Given the product [CH3:1][O:2][C:3](=[O:22])[CH2:4][CH:5]1[C:9]2=[CH:10][C:11]3[C:12]([S:18]([CH3:21])(=[O:20])=[O:19])=[CH:13][C:14]([O:17][CH:24]([CH3:26])[CH3:25])=[CH:15][C:16]=3[N:8]2[CH2:7][CH2:6]1, predict the reactants needed to synthesize it. The reactants are: [CH3:1][O:2][C:3](=[O:22])[CH2:4][CH:5]1[C:9]2=[CH:10][C:11]3[C:12]([S:18]([CH3:21])(=[O:20])=[O:19])=[CH:13][C:14]([OH:17])=[CH:15][C:16]=3[N:8]2[CH2:7][CH2:6]1.I[CH:24]([CH3:26])[CH3:25].C([O-])([O-])=O.[Cs+].[Cs+]. (5) Given the product [CH3:1][C:2]1[CH:3]=[C:4]([OH:5])[C:8]([C:10]2[CH:15]=[C:14]([CH3:18])[CH:13]=[CH:12][N:11]=2)=[N:17][C:6]=1[CH3:7], predict the reactants needed to synthesize it. The reactants are: [CH3:1][C:2]1[CH:3]=[C:4]([C:8]([C:10]2[CH:15]=[CH:14][CH:13]=[C:12](C)[N:11]=2)=O)[O:5][C:6]=1[CH3:7].[NH3:17].[CH3:18]O. (6) Given the product [Cl:1][C:2]1[CH:3]=[C:4]([NH:17][C:18]2[C:19]3[C:26]4[CH:27]=[CH:28][C:29]([O:31][CH2:32][C@H:33]([OH:34])[CH2:35][OH:36])=[CH:30][C:25]=4[S:24][C:20]=3[N:21]=[CH:22][N:23]=2)[CH:5]=[CH:6][C:7]=1[O:8][CH2:9][C:10]1[CH:15]=[CH:14][CH:13]=[C:12]([F:16])[CH:11]=1, predict the reactants needed to synthesize it. The reactants are: [Cl:1][C:2]1[CH:3]=[C:4]([NH:17][C:18]2[C:19]3[C:26]4[CH:27]=[CH:28][C:29]([OH:31])=[CH:30][C:25]=4[S:24][C:20]=3[N:21]=[CH:22][N:23]=2)[CH:5]=[CH:6][C:7]=1[O:8][CH2:9][C:10]1[CH:15]=[CH:14][CH:13]=[C:12]([F:16])[CH:11]=1.[CH2:32]1[O:34][C@@H:33]1[CH2:35][OH:36].C(N(CC)CC)C. (7) Given the product [CH3:10][S:11]([O:8][CH2:7][CH:5]1[CH2:4][O:3][C:2]([CH3:9])([CH3:1])[O:6]1)(=[O:13])=[O:12], predict the reactants needed to synthesize it. The reactants are: [CH3:1][C:2]1([CH3:9])[O:6][CH:5]([CH2:7][OH:8])[CH2:4][O:3]1.[CH3:10][S:11](Cl)(=[O:13])=[O:12].C(N(CC)CC)C. (8) Given the product [Cl:15][C:14]1[C:13]2[C:8](=[CH:9][CH:10]=[C:11]([C:36]3[CH:41]=[N:40][C:39]([O:42][CH:43]4[CH2:47][CH2:46][CH2:45][CH2:44]4)=[CH:38][CH:37]=3)[CH:12]=2)[N:7]([C:25]2[CH:30]=[CH:29][C:28]([O:31][CH:32]([CH3:33])[CH3:34])=[CH:27][CH:26]=2)[C:6]=1[C:4]([OH:3])=[O:5], predict the reactants needed to synthesize it. The reactants are: C([O:3][C:4]([C:6]1[N:7]([C:25]2[CH:30]=[CH:29][C:28]([O:31][CH:32]([CH3:34])[CH3:33])=[CH:27][CH:26]=2)[C:8]2[C:13]([C:14]=1[Cl:15])=[CH:12][C:11](B1OC(C)(C)C(C)(C)O1)=[CH:10][CH:9]=2)=[O:5])C.Br[C:36]1[CH:37]=[CH:38][C:39]([O:42][CH:43]2[CH2:47][CH2:46][CH2:45][CH2:44]2)=[N:40][CH:41]=1. (9) The reactants are: [CH2:1]([O:3][C:4]1[CH:9]=[CH:8][C:7]([C:10]2[CH:18]([C:19]3[CH:24]=[CH:23][C:22]([S:25]([CH3:28])(=[O:27])=[O:26])=[CH:21][CH:20]=3)[CH:17]3[N:12]([N:13]=[CH:14][CH:15]=[CH:16]3)[N:11]=2)=[CH:6][CH:5]=1)[CH3:2]. Given the product [CH2:1]([O:3][C:4]1[CH:5]=[CH:6][C:7]([C:10]2[C:18]([C:19]3[CH:24]=[CH:23][C:22]([S:25]([CH3:28])(=[O:27])=[O:26])=[CH:21][CH:20]=3)=[C:17]3[N:12]([N:13]=[CH:14][CH:15]=[CH:16]3)[N:11]=2)=[CH:8][CH:9]=1)[CH3:2], predict the reactants needed to synthesize it. (10) Given the product [O:43]=[C:37]1[CH:36]([N:30]2[CH2:29][C:28]3[C:32](=[CH:33][CH:34]=[C:26]([CH2:25][NH:24][C:3](=[O:5])[C:2]([F:1])([F:17])[C:6]4[CH:11]=[CH:10][C:9]([S:12][C:13]([F:16])([F:15])[F:14])=[CH:8][N:7]=4)[CH:27]=3)[C:31]2=[O:35])[CH2:41][CH2:40][C:39](=[O:42])[NH:38]1, predict the reactants needed to synthesize it. The reactants are: [F:1][C:2]([F:17])([C:6]1[CH:11]=[CH:10][C:9]([S:12][C:13]([F:16])([F:15])[F:14])=[CH:8][N:7]=1)[C:3]([OH:5])=O.P(Cl)(Cl)(Cl)=O.Cl.[NH2:24][CH2:25][C:26]1[CH:27]=[C:28]2[C:32](=[CH:33][CH:34]=1)[C:31](=[O:35])[N:30]([CH:36]1[CH2:41][CH2:40][C:39](=[O:42])[NH:38][C:37]1=[O:43])[CH2:29]2.C(=O)(O)[O-].[Na+].